This data is from Reaction yield outcomes from USPTO patents with 853,638 reactions. The task is: Predict the reaction yield, written as a fraction of the theoretical maximum amount of product (1.0 means a 100% yield; for example, 0.34 means a 34% yield). (1) The reactants are [C:1]([O:5][C:6]([N:8]1[CH2:12][C@H:11]([NH:13][C:14](=[O:19])[C:15]([F:18])([F:17])[F:16])[CH2:10][C@H:9]1[CH2:20][O:21][C:22]1[CH:31]=[CH:30][C:25]([C:26]([O:28][CH3:29])=[O:27])=[CH:24][CH:23]=1)=[O:7])([CH3:4])([CH3:3])[CH3:2].[C:32]([O-])([O-])=O.[K+].[K+].CI.O. The catalyst is CN(C=O)C. The product is [C:1]([O:5][C:6]([N:8]1[CH2:12][C@H:11]([N:13]([CH3:32])[C:14](=[O:19])[C:15]([F:18])([F:16])[F:17])[CH2:10][C@H:9]1[CH2:20][O:21][C:22]1[CH:23]=[CH:24][C:25]([C:26]([O:28][CH3:29])=[O:27])=[CH:30][CH:31]=1)=[O:7])([CH3:4])([CH3:2])[CH3:3]. The yield is 0.730. (2) The reactants are [NH2:1][C:2]1[C:7]([C:8](=[O:10])[NH2:9])=[C:6]([CH:11]2[CH2:16][CH2:15][CH2:14][N:13]([C:17]([O:19][C:20]([CH3:23])([CH3:22])[CH3:21])=[O:18])[CH2:12]2)[CH:5]=[C:4]([C:24]2[CH:29]=[CH:28][CH:27]=[CH:26][C:25]=2[O:30][CH2:31][C:32]2[CH:37]=[CH:36][CH:35]=[CH:34][CH:33]=2)[N:3]=1.C(N(CC)CC)C.Cl[C:46](Cl)([O:48]C(=O)OC(Cl)(Cl)Cl)Cl. The catalyst is C1COCC1. The product is [CH2:31]([O:30][C:25]1[CH:26]=[CH:27][CH:28]=[CH:29][C:24]=1[C:4]1[CH:5]=[C:6]([CH:11]2[CH2:16][CH2:15][CH2:14][N:13]([C:17]([O:19][C:20]([CH3:23])([CH3:22])[CH3:21])=[O:18])[CH2:12]2)[C:7]2[C:8](=[O:10])[NH:9][C:46](=[O:48])[NH:1][C:2]=2[N:3]=1)[C:32]1[CH:33]=[CH:34][CH:35]=[CH:36][CH:37]=1. The yield is 0.970.